The task is: Predict the product of the given reaction.. This data is from Forward reaction prediction with 1.9M reactions from USPTO patents (1976-2016). (1) Given the reactants [N:1]1[N:2]=[C:3]([C:10]2[CH:19]=[CH:18][C:17]3[C:12](=[C:13]([N:20]4[CH2:25][CH2:24][C@H:23]([NH:26]C(=O)OCC5C=CC=CC=5)[C@H:22]([F:37])[CH2:21]4)[CH:14]=[CH:15][CH:16]=3)[N:11]=2)[N:4]2[CH:9]=[CH:8][CH:7]=[CH:6][C:5]=12.Cl, predict the reaction product. The product is: [N:1]1[N:2]=[C:3]([C:10]2[CH:19]=[CH:18][C:17]3[C:12](=[C:13]([N:20]4[CH2:25][CH2:24][CH:23]([NH2:26])[CH:22]([F:37])[CH2:21]4)[CH:14]=[CH:15][CH:16]=3)[N:11]=2)[N:4]2[CH:9]=[CH:8][CH:7]=[CH:6][C:5]=12. (2) Given the reactants [CH3:1][NH:2][CH2:3][C:4]1[N:5]([CH3:13])[C:6]2[C:11]([CH:12]=1)=[CH:10][CH:9]=[CH:8][CH:7]=2.CNCC1C=CC2C(=CC=CC=2)C=1CCC.Cl.[O:31]=[C:32]1[NH:45][C:35]2=[N:36][CH:37]=[C:38](/[CH:40]=[CH:41]/[C:42](O)=[O:43])[CH:39]=[C:34]2[O:33]1.Cl.CN1CC2C=C(/C=C/C(O)=O)C=NC=2NC(=O)C1, predict the reaction product. The product is: [CH3:1][N:2]([CH2:3][C:4]1[N:5]([CH3:13])[C:6]2[C:11]([CH:12]=1)=[CH:10][CH:9]=[CH:8][CH:7]=2)[C:42](=[O:43])/[CH:41]=[CH:40]/[C:38]1[CH:39]=[C:34]2[O:33][C:32](=[O:31])[NH:45][C:35]2=[N:36][CH:37]=1.